Task: Predict the product of the given reaction.. Dataset: Forward reaction prediction with 1.9M reactions from USPTO patents (1976-2016) (1) Given the reactants [Br:1][C:2]1[CH:3]=[C:4]2[NH:10][C:9]([CH:11]3[CH2:13][CH2:12]3)=[N:8][C:5]2=[N:6][CH:7]=1.[F:14][C:15]([F:25])=[CH:16][CH:17]1[CH2:21][N:20]([CH2:22]O)[C:19](=[O:24])[CH2:18]1, predict the reaction product. The product is: [Br:1][C:2]1[CH:3]=[C:4]2[N:10]=[C:9]([CH:11]3[CH2:13][CH2:12]3)[N:8]([CH2:22][N:20]3[CH2:21][CH:17]([CH:16]=[C:15]([F:25])[F:14])[CH2:18][C:19]3=[O:24])[C:5]2=[N:6][CH:7]=1. (2) Given the reactants [F:1][C:2]([F:32])([F:31])[O:3][C:4]1[CH:9]=[CH:8][C:7]([NH:10][C:11](=[O:30])[C:12]2[CH:17]=[C:16]([NH2:18])[C:15]([NH:19][CH2:20][CH:21]([F:23])[F:22])=[CH:14][C:13]=2[N:24]2[CH2:28][CH2:27][C@@H:26]([F:29])[CH2:25]2)=[CH:6][CH:5]=1.[Cl:33][C:34]1[C:47]([N:48]=[C:49]=S)=[C:46]([Cl:51])[CH:45]=[CH:44][C:35]=1[CH2:36][NH:37][C:38](=[O:43])[C:39]([CH3:42])([CH3:41])[CH3:40].CC(C)N=C=NC(C)C, predict the reaction product. The product is: [F:32][C:2]([F:31])([F:1])[O:3][C:4]1[CH:9]=[CH:8][C:7]([NH:10][C:11]([C:12]2[C:13]([N:24]3[CH2:28][CH2:27][C@@H:26]([F:29])[CH2:25]3)=[CH:14][C:15]3[N:19]([CH2:20][CH:21]([F:23])[F:22])[C:49]([NH:48][C:47]4[C:46]([Cl:51])=[CH:45][CH:44]=[C:35]([CH2:36][NH:37][C:38](=[O:43])[C:39]([CH3:40])([CH3:41])[CH3:42])[C:34]=4[Cl:33])=[N:18][C:16]=3[CH:17]=2)=[O:30])=[CH:6][CH:5]=1.